From a dataset of Reaction yield outcomes from USPTO patents with 853,638 reactions. Predict the reaction yield, written as a fraction of the theoretical maximum amount of product (1.0 means a 100% yield; for example, 0.34 means a 34% yield). (1) The reactants are [NH2:1][C:2]1[CH:10]=[CH:9][C:5]([C:6]([OH:8])=[O:7])=[CH:4][N:3]=1.Cl.[CH3:12]O. No catalyst specified. The product is [CH3:12][O:7][C:6](=[O:8])[C:5]1[CH:9]=[CH:10][C:2]([NH2:1])=[N:3][CH:4]=1. The yield is 0.970. (2) The reactants are I[CH2:2][C@@H:3]([CH3:16])[CH2:4][N:5]1[C:10]2[CH:11]=[CH:12][CH:13]=[CH:14][C:9]=2[S:8][CH2:7][C:6]1=[O:15].[CH2:17]([O:20][CH:21]1[CH2:26][CH2:25][NH:24][CH2:23][CH2:22]1)[CH2:18][CH3:19]. The catalyst is CC#N. The product is [CH3:16][C@H:3]([CH2:2][N:24]1[CH2:25][CH2:26][CH:21]([O:20][CH2:17][CH2:18][CH3:19])[CH2:22][CH2:23]1)[CH2:4][N:5]1[C:10]2[CH:11]=[CH:12][CH:13]=[CH:14][C:9]=2[S:8][CH2:7][C:6]1=[O:15]. The yield is 0.490. (3) The reactants are [N:1]1([C:8]2[CH:9]=[CH:10][C:11]3[N:18]4[CH2:19][C@H:14]([CH2:15][CH2:16][CH2:17]4)[N:13]([C:20]([NH:22][C:23]4[CH:28]=[CH:27][N:26]=[CH:25][N:24]=4)=[O:21])[C:12]=3[N:29]=2)[CH2:7][CH2:6][CH2:5][NH:4][CH2:3][CH2:2]1.[CH3:30][C:31]([CH3:33])=O.C([BH3-])#N.[Na+]. The catalyst is ClCCl. The product is [CH:31]([N:4]1[CH2:5][CH2:6][CH2:7][N:1]([C:8]2[CH:9]=[CH:10][C:11]3[N:18]4[CH2:19][C@H:14]([CH2:15][CH2:16][CH2:17]4)[N:13]([C:20]([NH:22][C:23]4[CH:28]=[CH:27][N:26]=[CH:25][N:24]=4)=[O:21])[C:12]=3[N:29]=2)[CH2:2][CH2:3]1)([CH3:33])[CH3:30]. The yield is 0.300. (4) The reactants are [CH2:1]([O:3][C:4](=[O:18])[C:5]1[CH:10]=[C:9]([O:11][CH2:12][CH3:13])[C:8]([NH2:14])=[C:7]([O:15][CH2:16][CH3:17])[CH:6]=1)[CH3:2].C(O)(=O)C.CO[CH:25]1[CH2:29][CH2:28][CH:27](OC)O1. The catalyst is CCCCCCC. The product is [CH2:1]([O:3][C:4](=[O:18])[C:5]1[CH:10]=[C:9]([O:11][CH2:12][CH3:13])[C:8]([N:14]2[CH:25]=[CH:29][CH:28]=[CH:27]2)=[C:7]([O:15][CH2:16][CH3:17])[CH:6]=1)[CH3:2]. The yield is 0.820. (5) The reactants are [CH3:1][N:2]1[C:10]2[N:9]=[C:8]([O:11][C:12]3[CH:17]=[CH:16][CH:15]=[C:14]([O:18][C:19]([F:22])([F:21])[F:20])[CH:13]=3)[N:7](COCC[Si](C)(C)C)[C:6]=2[C:5](=[O:31])[N:4]([CH2:32][CH2:33][O:34][CH2:35][CH2:36][O:37]C2CCCCO2)[C:3]1=[O:44].Cl. The catalyst is C(O)C. The product is [OH:37][CH2:36][CH2:35][O:34][CH2:33][CH2:32][N:4]1[C:5](=[O:31])[C:6]2[NH:7][C:8]([O:11][C:12]3[CH:17]=[CH:16][CH:15]=[C:14]([O:18][C:19]([F:21])([F:22])[F:20])[CH:13]=3)=[N:9][C:10]=2[N:2]([CH3:1])[C:3]1=[O:44]. The yield is 0.840. (6) The reactants are [Br:1][C:2]1[CH:10]=[C:6]([C:7]([OH:9])=O)[C:5]([OH:11])=[CH:4][CH:3]=1.[NH2:12][C:13]1[S:14][C:15]([C:18]([F:21])([F:20])[F:19])=[N:16][N:17]=1. No catalyst specified. The product is [Br:1][C:2]1[CH:3]=[CH:4][C:5]([OH:11])=[C:6]([CH:10]=1)[C:7]([NH:12][C:13]1[S:14][C:15]([C:18]([F:21])([F:20])[F:19])=[N:16][N:17]=1)=[O:9]. The yield is 0.802.